From a dataset of Peptide-MHC class II binding affinity with 134,281 pairs from IEDB. Regression. Given a peptide amino acid sequence and an MHC pseudo amino acid sequence, predict their binding affinity value. This is MHC class II binding data. (1) The peptide sequence is SSTESASYYPLTGDTR. The MHC is H-2-IAb with pseudo-sequence H-2-IAb. The binding affinity (normalized) is 0.340. (2) The peptide sequence is RMFLAMITYITRNQP. The MHC is DRB1_0802 with pseudo-sequence DRB1_0802. The binding affinity (normalized) is 0.395. (3) The peptide sequence is FNDIIHSIINMDADV. The MHC is DRB1_0101 with pseudo-sequence DRB1_0101. The binding affinity (normalized) is 0.318. (4) The peptide sequence is YTTEGGTKGEAKDVI. The MHC is HLA-DQA10501-DQB10201 with pseudo-sequence HLA-DQA10501-DQB10201. The binding affinity (normalized) is 0.0436. (5) The peptide sequence is NGSRHSHGILMKDIE. The MHC is DRB1_0101 with pseudo-sequence DRB1_0101. The binding affinity (normalized) is 0.310. (6) The peptide sequence is VSAISQTEVKEEGKE. The MHC is DRB1_0701 with pseudo-sequence DRB1_0701. The binding affinity (normalized) is 0.331. (7) The binding affinity (normalized) is 0.641. The peptide sequence is YQLSMRIANQTSLEN. The MHC is DRB1_0101 with pseudo-sequence DRB1_0101. (8) The MHC is DRB1_0301 with pseudo-sequence DRB1_0301. The peptide sequence is DKIKLNAKMNILI. The binding affinity (normalized) is 0.213.